From a dataset of Forward reaction prediction with 1.9M reactions from USPTO patents (1976-2016). Predict the product of the given reaction. (1) Given the reactants [F:1][C:2]1[CH:26]=[C:25]([N+:27]([O-])=O)[CH:24]=[CH:23][C:3]=1[O:4][C:5]1[C:10]2[S:11][C:12]([C:14]3[CH2:19][CH2:18][N:17]([C:20](=[O:22])[CH3:21])[CH2:16][CH:15]=3)=[CH:13][C:9]=2C=[CH:7][CH:6]=1.[NH4+:30].[Cl-].O, predict the reaction product. The product is: [NH2:27][C:25]1[CH:24]=[CH:23][C:3]([O:4][C:5]2[CH:6]=[CH:7][N:30]=[C:9]3[CH:13]=[C:12]([C:14]4[CH2:19][CH2:18][N:17]([C:20](=[O:22])[CH3:21])[CH2:16][CH:15]=4)[S:11][C:10]=23)=[C:2]([F:1])[CH:26]=1. (2) Given the reactants [CH3:1][C:2]1[N:7]=[C:6]([C:8]2[NH:12][N:11]=[N:10][C:9]=2[C:13]2[CH:14]=[CH:15][C:16]3[N:17]([N:19]=[CH:20][N:21]=3)[CH:18]=2)[CH:5]=[CH:4][CH:3]=1.I[CH3:23], predict the reaction product. The product is: [CH3:23][N:11]1[N:10]=[C:9]([C:13]2[CH:14]=[CH:15][C:16]3[N:17]([N:19]=[CH:20][N:21]=3)[CH:18]=2)[C:8]([C:6]2[CH:5]=[CH:4][CH:3]=[C:2]([CH3:1])[N:7]=2)=[N:12]1. (3) Given the reactants [C:1]([Cl:5])(Cl)(Cl)[Cl:2].C1(P(C2C=CC=CC=2)C2C=CC=CC=2)C=CC=CC=1.[Cl:25][C:26]1[CH:31]=[C:30]([Cl:32])[C:29]([O:33][CH3:34])=[CH:28][C:27]=1[C:35](=O)[C:36]([O:38][CH2:39][CH3:40])=[O:37], predict the reaction product. The product is: [Cl:2][C:1]([Cl:5])=[C:35]([C:27]1[CH:28]=[C:29]([O:33][CH3:34])[C:30]([Cl:32])=[CH:31][C:26]=1[Cl:25])[C:36]([O:38][CH2:39][CH3:40])=[O:37]. (4) The product is: [S:8]1[CH:12]=[CH:11][C:10]([C:13]2[CH:18]=[CH:17][C:16]([CH:19]([CH3:25])[CH2:20][NH:21][C:33]([NH:32][CH:26]3[CH2:31][CH2:30][CH2:29][CH2:28][CH2:27]3)=[O:34])=[CH:15][CH:14]=2)=[CH:9]1. Given the reactants FC(F)(F)C(O)=O.[S:8]1[CH:12]=[CH:11][C:10]([C:13]2[CH:18]=[CH:17][C:16]([CH:19]([CH3:25])[CH2:20][NH:21]C(C)C)=[CH:15][CH:14]=2)=[CH:9]1.[CH:26]1([N:32]=[C:33]=[O:34])[CH2:31][CH2:30][CH2:29][CH2:28][CH2:27]1, predict the reaction product. (5) Given the reactants [O:1]1[C:5]([C:6]([OH:8])=O)=[CH:4][N:3]=[CH:2]1.CN(C(ON1N=NC2C=CC=CC1=2)=[N+](C)C)C.[B-](F)(F)(F)F.C(N(CC)CC)C.[NH2:38][C:39]1[CH:47]=[CH:46][CH:45]=[C:44]2[C:40]=1[C:41]([C:52]([N:54]1[CH2:59][CH2:58][CH:57]([C:60]3[CH:61]=[C:62]([CH:71]=[CH:72][C:73]=3[F:74])[CH2:63][NH:64][C:65](=[O:70])[C:66]([F:69])([F:68])[F:67])[CH2:56][CH2:55]1)=[O:53])=[CH:42][N:43]2[CH2:48][CH2:49][O:50][CH3:51], predict the reaction product. The product is: [F:74][C:73]1[CH:72]=[CH:71][C:62]([CH2:63][NH:64][C:65](=[O:70])[C:66]([F:69])([F:68])[F:67])=[CH:61][C:60]=1[CH:57]1[CH2:56][CH2:55][N:54]([C:52]([C:41]2[C:40]3[C:44](=[CH:45][CH:46]=[CH:47][C:39]=3[NH:38][C:6]([C:5]3[O:1][CH:2]=[N:3][CH:4]=3)=[O:8])[N:43]([CH2:48][CH2:49][O:50][CH3:51])[CH:42]=2)=[O:53])[CH2:59][CH2:58]1. (6) Given the reactants [CH2:1]([N:7]([CH2:17][CH2:18][CH2:19][CH2:20][CH2:21][CH3:22])[C:8]1[CH:13]=[CH:12][C:11]([N+:14]([O-])=O)=[CH:10][CH:9]=1)[CH2:2][CH2:3][CH2:4][CH2:5][CH3:6], predict the reaction product. The product is: [CH2:17]([N:7]([CH2:1][CH2:2][CH2:3][CH2:4][CH2:5][CH3:6])[C:8]1[CH:13]=[CH:12][C:11]([NH2:14])=[CH:10][CH:9]=1)[CH2:18][CH2:19][CH2:20][CH2:21][CH3:22].